From a dataset of Full USPTO retrosynthesis dataset with 1.9M reactions from patents (1976-2016). Predict the reactants needed to synthesize the given product. (1) Given the product [CH3:15][C:3]1([OH:14])[C:4]([CH3:13])([CH2:8][CH:9]=[C:10]([CH3:12])[CH3:11])[CH2:5][CH2:6][CH:7]=[C:2]1[CH3:1], predict the reactants needed to synthesize it. The reactants are: [CH3:1][C:2]1[C:3](=[O:14])[C:4]([CH3:13])([CH2:8][CH:9]=[C:10]([CH3:12])[CH3:11])[CH2:5][CH2:6][CH:7]=1.[CH3:15][Mg]Cl. (2) Given the product [F:8][C:6]1[CH:7]=[C:2]([N:24]2[CH2:25][CH2:26][NH:21][CH2:22][C@H:23]2[CH3:27])[CH:3]=[C:4]([C:9]2[CH:13]=[CH:12][S:11][CH:10]=2)[CH:5]=1, predict the reactants needed to synthesize it. The reactants are: Br[C:2]1[CH:3]=[C:4]([C:9]2[CH:13]=[CH:12][S:11][CH:10]=2)[CH:5]=[C:6]([F:8])[CH:7]=1.C(OC([N:21]1[CH2:26][CH2:25][NH:24][C@H:23]([CH3:27])[CH2:22]1)=O)(C)(C)C.CC(C)([O-])C.[Na+].P(C(C)(C)C)(C(C)(C)C)C(C)(C)C.CCCCCC. (3) Given the product [CH2:17]([NH:19][C:20]([N:22]1[CH2:29][CH:28]2[CH2:30][CH:24]([CH2:25][N:26]([CH2:3][CH:2]([OH:1])[CH2:4][O:5][C:6]3[CH:11]=[CH:10][C:9]([N:12]4[CH:16]=[CH:15][N:14]=[CH:13]4)=[CH:8][CH:7]=3)[CH2:27]2)[CH2:23]1)=[O:21])[CH3:18], predict the reactants needed to synthesize it. The reactants are: [O:1]1[CH2:3][CH:2]1[CH2:4][O:5][C:6]1[CH:11]=[CH:10][C:9]([N:12]2[CH:16]=[CH:15][N:14]=[CH:13]2)=[CH:8][CH:7]=1.[CH2:17]([NH:19][C:20]([N:22]1[CH2:29][CH:28]2[CH2:30][CH:24]([CH2:25][NH:26][CH2:27]2)[CH2:23]1)=[O:21])[CH3:18].O. (4) Given the product [F:1][C:2]([F:45])([F:44])[C:3]1[CH:4]=[C:5]([CH:37]=[C:38]([C:40]([F:43])([F:42])[F:41])[CH:39]=1)[CH2:6][N:7]([CH2:8][C:9]1[CH:14]=[C:13]([C:15]([F:18])([F:17])[F:16])[CH:12]=[CH:11][C:10]=1[C:19]1[CH:24]=[C:23]([CH:25]([CH3:27])[CH3:26])[CH:22]=[CH:21][C:20]=1[O:28][CH3:29])[C:30]1[N:35]=[CH:34][C:33]([C:46]([O:48][CH2:54][CH3:55])=[O:56])=[CH:32][N:31]=1, predict the reactants needed to synthesize it. The reactants are: [F:1][C:2]([F:45])([F:44])[C:3]1[CH:4]=[C:5]([CH:37]=[C:38]([C:40]([F:43])([F:42])[F:41])[CH:39]=1)[CH2:6][N:7]([C:30]1[N:35]=[CH:34][C:33](Br)=[CH:32][N:31]=1)[CH2:8][C:9]1[CH:14]=[C:13]([C:15]([F:18])([F:17])[F:16])[CH:12]=[CH:11][C:10]=1[C:19]1[CH:24]=[C:23]([CH:25]([CH3:27])[CH3:26])[CH:22]=[CH:21][C:20]=1[O:28][CH3:29].[CH2:46]([OH:48])C.C(N([CH2:54][CH3:55])CC)C.[OH2:56]. (5) Given the product [CH3:20][O:21][C:22]([C:24]1[CH:33]=[CH:32][C:27]2[O:28][C:29]([CH3:31])=[C:30]([C:15](=[O:16])[C:14]3[CH:18]=[CH:19][C:11]([C:5]4[CH:10]=[CH:9][CH:8]=[CH:7][CH:6]=4)=[CH:12][CH:13]=3)[C:26]=2[CH:25]=1)=[O:23], predict the reactants needed to synthesize it. The reactants are: [Cl-].[Al+3].[Cl-].[Cl-].[C:5]1([C:11]2[CH:19]=[CH:18][C:14]([C:15](Cl)=[O:16])=[CH:13][CH:12]=2)[CH:10]=[CH:9][CH:8]=[CH:7][CH:6]=1.[CH3:20][O:21][C:22]([C:24]1[CH:33]=[CH:32][C:27]2[O:28][C:29]([CH3:31])=[CH:30][C:26]=2[CH:25]=1)=[O:23]. (6) Given the product [C:11]([C:9]1[S:10][C:3]2[C:2]([N:15]3[CH2:20][CH2:19][CH:18]([CH2:21][CH2:22][NH:23][C:24](=[O:30])[O:25][C:26]([CH3:28])([CH3:27])[CH3:29])[CH2:17][CH2:16]3)=[N:7][CH:6]=[N:5][C:4]=2[C:8]=1[CH3:14])(=[O:12])[NH2:13], predict the reactants needed to synthesize it. The reactants are: Cl[C:2]1[C:3]2[S:10][C:9]([C:11]([NH2:13])=[O:12])=[C:8]([CH3:14])[C:4]=2[N:5]=[CH:6][N:7]=1.[NH:15]1[CH2:20][CH2:19][CH:18]([CH2:21][CH2:22][NH:23][C:24](=[O:30])[O:25][C:26]([CH3:29])([CH3:28])[CH3:27])[CH2:17][CH2:16]1.C(N(C(C)C)CC)(C)C.C(#N)C. (7) The reactants are: FC1C=C2C(C(I)=CN2S(C2C=CC=CC=2)(=O)=O)=CC=1.[CH2:21]([S:23]([N:26]1[CH2:31][CH2:30][CH:29]([N:32]2[CH:36]=[C:35]([C:37]3[C:45]4[C:40](=[CH:41][C:42]([F:46])=[CH:43][CH:44]=4)[N:39](S(C4C=CC=CC=4)(=O)=O)[CH:38]=3)[CH:34]=[N:33]2)[CH2:28][CH2:27]1)(=[O:25])=[O:24])[CH3:22]. Given the product [CH2:21]([S:23]([N:26]1[CH2:31][CH2:30][CH:29]([N:32]2[CH:36]=[C:35]([C:37]3[C:45]4[C:40](=[CH:41][C:42]([F:46])=[CH:43][CH:44]=4)[NH:39][CH:38]=3)[CH:34]=[N:33]2)[CH2:28][CH2:27]1)(=[O:24])=[O:25])[CH3:22], predict the reactants needed to synthesize it.